From a dataset of Forward reaction prediction with 1.9M reactions from USPTO patents (1976-2016). Predict the product of the given reaction. Given the reactants [Br:1][C:2]1[CH:7]=[CH:6][C:5]([C:8](=[O:10])[CH3:9])=[C:4]([OH:11])[CH:3]=1.[H-].[Na+].Br[CH2:15][C:16]([O:18][CH3:19])=[O:17], predict the reaction product. The product is: [C:8]([C:5]1[CH:6]=[CH:7][C:2]([Br:1])=[CH:3][C:4]=1[O:11][CH2:15][C:16]([O:18][CH3:19])=[O:17])(=[O:10])[CH3:9].